This data is from Full USPTO retrosynthesis dataset with 1.9M reactions from patents (1976-2016). The task is: Predict the reactants needed to synthesize the given product. (1) Given the product [C:4]([Si:1]([CH3:3])([CH3:2])[O:19][CH:18]([C:20]1[CH:25]=[CH:24][C:23]([I:26])=[CH:22][CH:21]=1)[C:17]([F:16])([F:27])[F:28])([CH3:7])([CH3:6])[CH3:5], predict the reactants needed to synthesize it. The reactants are: [Si:1](Cl)([C:4]([CH3:7])([CH3:6])[CH3:5])([CH3:3])[CH3:2].C(N(CC)CC)C.[F:16][C:17]([F:28])([F:27])[CH:18]([C:20]1[CH:25]=[CH:24][C:23]([I:26])=[CH:22][CH:21]=1)[OH:19]. (2) Given the product [C:5]1([C:11]2[C:15]([OH:16])=[N:17][CH:1]=[N:14][C:12]=2[OH:13])[CH:6]=[CH:7][CH:8]=[CH:9][CH:10]=1, predict the reactants needed to synthesize it. The reactants are: [CH3:1]C[O-].[Na+].[C:5]1([CH:11]([C:15]([NH2:17])=[O:16])[C:12]([NH2:14])=[O:13])[CH:10]=[CH:9][CH:8]=[CH:7][CH:6]=1.C(OCC)=O. (3) Given the product [CH3:1][O:2][C:3]1[CH:4]=[C:5]([C:6]2[CH2:8][C:9](=[O:11])[N:25]([C:19]3[CH:24]=[CH:23][CH:22]=[CH:21][CH:20]=3)[N:26]=2)[CH:14]=[CH:15][C:16]=1[O:17][CH3:18], predict the reactants needed to synthesize it. The reactants are: [CH3:1][O:2][C:3]1[CH:4]=[C:5]([CH:14]=[CH:15][C:16]=1[O:17][CH3:18])[C:6]([CH2:8][C:9]([O:11]CC)=O)=O.[C:19]1([NH:25][NH2:26])[CH:24]=[CH:23][CH:22]=[CH:21][CH:20]=1. (4) Given the product [S:32](=[O:34])(=[O:33])([O:23][CH:21]([CH2:20][CH2:19][C:12]1[C:13]2[C:18](=[CH:17][CH:16]=[CH:15][CH:14]=2)[N:10]([S:7]([C:1]2[CH:2]=[CH:3][CH:4]=[CH:5][CH:6]=2)(=[O:8])=[O:9])[CH:11]=1)[CH3:22])[NH2:35], predict the reactants needed to synthesize it. The reactants are: [C:1]1([S:7]([N:10]2[C:18]3[C:13](=[CH:14][CH:15]=[CH:16][CH:17]=3)[C:12]([CH2:19][CH2:20][CH:21]([OH:23])[CH3:22])=[CH:11]2)(=[O:9])=[O:8])[CH:6]=[CH:5][CH:4]=[CH:3][CH:2]=1.CCN(CC)CC.Cl[S:32]([N:35]=C=O)(=[O:34])=[O:33].C(O)=O. (5) Given the product [CH:38]([Si:31]([CH:32]([CH3:34])[CH3:33])([CH:35]([CH3:37])[CH3:36])[O:30][C@@H:27]1[CH2:28][CH2:29][N:25]([C:22]2[N:20]3[CH:21]=[C:16]([O:12][C@H:5]4[C:6]5[C:11](=[CH:10][CH:9]=[CH:8][CH:7]=5)[C@@H:2]([NH2:1])[CH2:3][CH2:4]4)[CH:17]=[CH:18][C:19]3=[N:24][N:23]=2)[CH2:26]1)([CH3:40])[CH3:39], predict the reactants needed to synthesize it. The reactants are: [NH2:1][C@@H:2]1[C:11]2[C:6](=[CH:7][CH:8]=[CH:9][CH:10]=2)[C@H:5]([OH:12])[CH2:4][CH2:3]1.[H-].[Na+].F[C:16]1[CH:17]=[CH:18][C:19]2[N:20]([C:22]([N:25]3[CH2:29][CH2:28][C@@H:27]([O:30][Si:31]([CH:38]([CH3:40])[CH3:39])([CH:35]([CH3:37])[CH3:36])[CH:32]([CH3:34])[CH3:33])[CH2:26]3)=[N:23][N:24]=2)[CH:21]=1.N. (6) The reactants are: [NH2:1][C:2]1[CH:3]=[CH:4][C:5]([F:24])=[C:6]([C@:8]23[CH2:15][C@H:14]2[CH2:13][CH2:12][S:11][C:10]([NH:16][C:17](=[O:23])[O:18][C:19]([CH3:22])([CH3:21])[CH3:20])=[N:9]3)[CH:7]=1.[Cl:25][C:26]1[CH:27]=[CH:28][C:29]([C:32](O)=[O:33])=[N:30][CH:31]=1. Given the product [Cl:25][C:26]1[CH:27]=[CH:28][C:29]([C:32]([NH:1][C:2]2[CH:3]=[CH:4][C:5]([F:24])=[C:6]([C@:8]34[CH2:15][C@H:14]3[CH2:13][CH2:12][S:11][C:10]([NH:16][C:17](=[O:23])[O:18][C:19]([CH3:21])([CH3:20])[CH3:22])=[N:9]4)[CH:7]=2)=[O:33])=[N:30][CH:31]=1, predict the reactants needed to synthesize it. (7) Given the product [C:36]([Si:33]([CH3:35])([CH3:34])[O:40][CH2:41][CH2:42][N:30]1[CH2:31][CH2:32][CH:27]([N:25]2[CH:26]=[C:22]([C:19]3[CH:20]=[CH:21][C:16]4[N:17]([C:13]([CH2:12][C:3]5[CH:4]=[C:5]6[C:10](=[CH:11][C:2]=5[F:1])[N:9]=[CH:8][CH:7]=[CH:6]6)=[CH:14][N:15]=4)[N:18]=3)[CH:23]=[N:24]2)[CH2:28][CH2:29]1)([CH3:39])([CH3:38])[CH3:37], predict the reactants needed to synthesize it. The reactants are: [F:1][C:2]1[CH:11]=[C:10]2[C:5]([CH:6]=[CH:7][CH:8]=[N:9]2)=[CH:4][C:3]=1[CH2:12][C:13]1[N:17]2[N:18]=[C:19]([C:22]3[CH:23]=[N:24][N:25]([CH:27]4[CH2:32][CH2:31][NH:30][CH2:29][CH2:28]4)[CH:26]=3)[CH:20]=[CH:21][C:16]2=[N:15][CH:14]=1.[Si:33]([O:40][CH2:41][CH:42]=O)([C:36]([CH3:39])([CH3:38])[CH3:37])([CH3:35])[CH3:34].[BH3-]C#N.[Na+].CC(O)=O.